Task: Predict the reactants needed to synthesize the given product.. Dataset: Full USPTO retrosynthesis dataset with 1.9M reactions from patents (1976-2016) (1) Given the product [O:27]=[C:12]1[N:13]=[C:14]([NH:17][C:18](=[O:26])[CH2:19][C:20]2[CH:21]=[CH:22][CH:23]=[CH:24][CH:25]=2)[CH:15]=[CH:16][N:11]1[CH2:10][CH2:9][CH2:8][CH2:7][C:5]1[S:6][C:2]([NH:1][C:36](=[O:37])[CH2:35][C:31]2[CH:30]=[N:29][CH:34]=[CH:33][CH:32]=2)=[N:3][N:4]=1, predict the reactants needed to synthesize it. The reactants are: [NH2:1][C:2]1[S:6][C:5]([CH2:7][CH2:8][CH2:9][CH2:10][N:11]2[CH:16]=[CH:15][C:14]([NH:17][C:18](=[O:26])[CH2:19][C:20]3[CH:25]=[CH:24][CH:23]=[CH:22][CH:21]=3)=[N:13][C:12]2=[O:27])=[N:4][N:3]=1.Cl.[N:29]1[CH:34]=[CH:33][CH:32]=[C:31]([CH2:35][C:36](O)=[O:37])[CH:30]=1.C(P1(=O)OP(CCC)(=O)OP(CCC)(=O)O1)CC. (2) The reactants are: CS(C1C=CC(N2CCCC2)=C(C=1)C(O)=O)(=O)=O.Cl[C:20]1[CH:28]=[CH:27][C:26]([S:29](=[O:32])(=[O:31])[NH2:30])=[CH:25][C:21]=1[C:22]([OH:24])=[O:23].[NH:33]1[CH2:38][CH2:37][O:36][CH2:35][CH2:34]1. Given the product [N:33]1([C:20]2[CH:28]=[CH:27][C:26]([S:29](=[O:32])(=[O:31])[NH2:30])=[CH:25][C:21]=2[C:22]([OH:24])=[O:23])[CH2:38][CH2:37][O:36][CH2:35][CH2:34]1, predict the reactants needed to synthesize it.